From a dataset of Peptide-MHC class I binding affinity with 185,985 pairs from IEDB/IMGT. Regression. Given a peptide amino acid sequence and an MHC pseudo amino acid sequence, predict their binding affinity value. This is MHC class I binding data. (1) The peptide sequence is VGNVFVKF. The MHC is Mamu-B52 with pseudo-sequence Mamu-B52. The binding affinity (normalized) is 0.850. (2) The peptide sequence is IAFCNWAFV. The MHC is HLA-B07:02 with pseudo-sequence HLA-B07:02. The binding affinity (normalized) is 0.0847. (3) The peptide sequence is RAWDPQPAM. The MHC is HLA-A23:01 with pseudo-sequence HLA-A23:01. The binding affinity (normalized) is 0.0847. (4) The peptide sequence is RGPYRAFVTI. The MHC is Patr-A0901 with pseudo-sequence Patr-A0901. The binding affinity (normalized) is 0.307. (5) The MHC is HLA-A02:06 with pseudo-sequence HLA-A02:06. The peptide sequence is NDTSSTVLF. The binding affinity (normalized) is 0. (6) The peptide sequence is GLFTNSSGTQ. The MHC is HLA-A68:02 with pseudo-sequence HLA-A68:02. The binding affinity (normalized) is 0. (7) The peptide sequence is VLMMLVAPSY. The MHC is HLA-A30:02 with pseudo-sequence HLA-A30:02. The binding affinity (normalized) is 0.697.